Dataset: KCNQ2 potassium channel screen with 302,405 compounds. Task: Binary Classification. Given a drug SMILES string, predict its activity (active/inactive) in a high-throughput screening assay against a specified biological target. (1) The molecule is Clc1nc2c(c(C(=O)Nc3c(N4CCN(CC4)CC)ccc(S(=O)(=O)N4CCOCC4)c3)c1)cccc2. The result is 0 (inactive). (2) The molecule is s1c2c(CCCC2)c(c1NC(=O)c1ccccc1)C(=O)NCC(O)CO. The result is 0 (inactive). (3) The compound is Oc1c(c(CC(O)=O)cc(O)c1)C(=O)C. The result is 0 (inactive).